From a dataset of Forward reaction prediction with 1.9M reactions from USPTO patents (1976-2016). Predict the product of the given reaction. (1) Given the reactants Cl[C:2]1[CH:7]=[C:6]([C:8]2[C:9]([NH2:14])=[N:10][CH:11]=[CH:12][CH:13]=2)[C:5]([Cl:15])=[CH:4][N:3]=1.[CH3:16][O-:17].[Na+], predict the reaction product. The product is: [Cl:15][C:5]1[C:6]([C:8]2[C:9]([NH2:14])=[N:10][CH:11]=[CH:12][CH:13]=2)=[CH:7][C:2]([O:17][CH3:16])=[N:3][CH:4]=1. (2) Given the reactants [NH2:1][C:2]1[N:7]([C:8]2[CH:13]=[CH:12][C:11](N)=[CH:10][CH:9]=2)[CH2:6][N:5]=[C:4]2[O:15][CH:16]=[CH:17][C:3]=12.CC(C1C=CC=C([NH2:27])C=1)=O, predict the reaction product. The product is: [NH2:1][C:2]1[N:7]([C:8]2[CH:13]=[CH:12][CH:11]=[C:10]([NH2:27])[CH:9]=2)[CH2:6][N:5]=[C:4]2[O:15][CH:16]=[CH:17][C:3]=12. (3) Given the reactants [C:1]([OH:4])(=[O:3])[CH3:2].[CH3:5][OH:6], predict the reaction product. The product is: [CH2:5]([OH:6])[CH:2]1[O:3][CH:1]([OH:4])[CH:2]([OH:4])[CH:5]([OH:6])[CH:1]1[OH:3]. (4) Given the reactants [CH2:1]([O:8][C:9](=[O:29])[C@H:10]([CH2:19][C:20]1[C:28]2[C:23](=[CH:24][CH:25]=[CH:26][CH:27]=2)[NH:22][CH:21]=1)[NH:11][C:12]([O:14][C:15]([CH3:18])([CH3:17])[CH3:16])=[O:13])[C:2]1[CH:7]=[CH:6][CH:5]=[CH:4][CH:3]=1.I[CH2:31][CH3:32].[C:33](=O)([O-])[O-].[Cs+].[Cs+], predict the reaction product. The product is: [CH2:1]([O:8][C:9](=[O:29])[C@@H:10]([NH:11][C:12]([O:14][C:15]([CH3:16])([CH3:18])[CH3:17])=[O:13])[CH2:19][C:20]1[C:28]2[C:23](=[CH:24][CH:25]=[CH:26][CH:27]=2)[N:22]([CH2:33][CH2:31][CH3:32])[CH:21]=1)[C:2]1[CH:7]=[CH:6][CH:5]=[CH:4][CH:3]=1.